Dataset: Catalyst prediction with 721,799 reactions and 888 catalyst types from USPTO. Task: Predict which catalyst facilitates the given reaction. (1) Reactant: [H-].[Al+3].[Li+].[H-].[H-].[H-].[CH2:7]([N:14]1[CH2:19][CH2:18][CH2:17][C:16]([OH:22])([C:20]#[N:21])[CH2:15]1)[C:8]1[CH:13]=[CH:12][CH:11]=[CH:10][CH:9]=1.C(=O)(O)[O-].[Na+]. Product: [NH2:21][CH2:20][C:16]1([OH:22])[CH2:17][CH2:18][CH2:19][N:14]([CH2:7][C:8]2[CH:13]=[CH:12][CH:11]=[CH:10][CH:9]=2)[CH2:15]1. The catalyst class is: 27. (2) Reactant: COC1C=CC([CH2:7][N:8](C)[C:9]2[CH:18]=[C:17]3[C:12]([CH:13]=[C:14]([C:23]4[CH:28]=[C:27]([NH2:29])[C:26]([F:30])=[CH:25][C:24]=4[CH3:31])[C:15](=[O:22])[N:16]3[CH:19]([CH3:21])[CH3:20])=[CH:11][N:10]=2)=CC=1.C(O)(C(F)(F)F)=O. Product: [NH2:29][C:27]1[C:26]([F:30])=[CH:25][C:24]([CH3:31])=[C:23]([C:14]2[C:15](=[O:22])[N:16]([CH:19]([CH3:20])[CH3:21])[C:17]3[C:12]([CH:13]=2)=[CH:11][N:10]=[C:9]([NH:8][CH3:7])[CH:18]=3)[CH:28]=1. The catalyst class is: 2. (3) Reactant: [CH3:1][C:2]1[CH:7]=[CH:6][C:5]([CH3:8])=[CH:4][C:3]=1[Mg]Br.CO[C:13]1[C:22]2[C:17](=[CH:18][CH:19]=[CH:20][CH:21]=2)[CH:16]=[CH:15][C:14]=1[C:23]([OH:25])=[O:24].O.Cl. Product: [CH3:1][C:2]1[CH:7]=[CH:6][C:5]([CH3:8])=[CH:4][C:3]=1[C:13]1[C:22]2[C:17](=[CH:18][CH:19]=[CH:20][CH:21]=2)[CH:16]=[CH:15][C:14]=1[C:23]([OH:25])=[O:24]. The catalyst class is: 1. (4) Reactant: Cl.[C:2]([NH2:5])(=[NH:4])[CH3:3].[O-]CC.[Na+].[C:10]([C:12]1[CH:17]=[CH:16][CH:15]=[CH:14][C:13]=1[C:18]1[CH:23]=[CH:22][C:21]([CH2:24][CH:25]([C:31](OCC)=[O:32])[C:26](OCC)=[O:27])=[CH:20][CH:19]=1)#[N:11].O1CCOCC1. Product: [OH:32][C:31]1[N:4]=[C:2]([CH3:3])[NH:5][C:26](=[O:27])[C:25]=1[CH2:24][C:21]1[CH:22]=[CH:23][C:18]([C:13]2[C:12]([C:10]#[N:11])=[CH:17][CH:16]=[CH:15][CH:14]=2)=[CH:19][CH:20]=1. The catalyst class is: 8. (5) Reactant: C(OC([N:8]1[CH2:13][CH2:12][CH:11]([C:14]2[CH:19]=[CH:18][C:17]([C:20]([NH:22][C:23]([NH2:35])=[N:24][C:25]([O:27][CH2:28][C:29]3[CH:34]=[CH:33][CH:32]=[CH:31][CH:30]=3)=[O:26])=[O:21])=[CH:16][C:15]=2[S:36]([CH3:39])(=[O:38])=[O:37])[CH2:10][CH2:9]1)=O)(C)(C)C.Cl. Product: [CH3:39][S:36]([C:15]1[CH:16]=[C:17]([CH:18]=[CH:19][C:14]=1[CH:11]1[CH2:12][CH2:13][NH:8][CH2:9][CH2:10]1)[C:20]([NH:22][C:23]([NH:24][C:25]([O:27][CH2:28][C:29]1[CH:34]=[CH:33][CH:32]=[CH:31][CH:30]=1)=[O:26])=[NH:35])=[O:21])(=[O:38])=[O:37]. The catalyst class is: 12.